Predict the reactants needed to synthesize the given product. From a dataset of Full USPTO retrosynthesis dataset with 1.9M reactions from patents (1976-2016). The reactants are: [N:1]1([C:6]([N:8]2[CH:12]=[CH:11][N:10]=[CH:9]2)=[O:7])[CH:5]=[CH:4]N=C1.[CH3:13][C:14]1[CH:19]=[CH:18][C:17]([C:20]2[O:21][CH:22]=[CH:23][N:24]=2)=[CH:16][C:15]=1[C:25]1[CH:30]=CC(N)=[CH:27][CH:26]=1.[CH3:32][CH2:33]OC(C)=O.CN1CCNCC1. Given the product [CH3:13][C:14]1[CH:19]=[CH:18][C:17]([C:20]2[O:21][CH:22]=[CH:23][N:24]=2)=[CH:16][C:15]=1[C:25]1[CH:30]=[CH:4][C:5]([NH:1][C:6]([N:8]2[CH2:12][CH2:11][N:10]([CH3:9])[CH2:33][CH2:32]2)=[O:7])=[CH:27][CH:26]=1, predict the reactants needed to synthesize it.